From a dataset of Peptide-MHC class II binding affinity with 134,281 pairs from IEDB. Regression. Given a peptide amino acid sequence and an MHC pseudo amino acid sequence, predict their binding affinity value. This is MHC class II binding data. (1) The peptide sequence is LTRILTIPQSLDSWW. The MHC is DRB1_0701 with pseudo-sequence DRB1_0701. The binding affinity (normalized) is 0.574. (2) The peptide sequence is TLWQRPLVTIKIGGQLTEAL. The MHC is DRB1_0404 with pseudo-sequence DRB1_0404. The binding affinity (normalized) is 0.214. (3) The MHC is DRB4_0101 with pseudo-sequence DRB4_0103. The peptide sequence is YREEIYRKGLGNFVQ. The binding affinity (normalized) is 0.183. (4) The peptide sequence is DQGCSSALGSGPYGA. The MHC is HLA-DQA10103-DQB10603 with pseudo-sequence HLA-DQA10103-DQB10603. The binding affinity (normalized) is 0.234. (5) The peptide sequence is QGQWRGAAGTAAQAA. The MHC is HLA-DQA10501-DQB10201 with pseudo-sequence HLA-DQA10501-DQB10201. The binding affinity (normalized) is 0.350. (6) The peptide sequence is KLIGGIGGFIKVRQYDQILI. The MHC is DRB1_0101 with pseudo-sequence DRB1_0101. The binding affinity (normalized) is 0.596.